Dataset: Reaction yield outcomes from USPTO patents with 853,638 reactions. Task: Predict the reaction yield, written as a fraction of the theoretical maximum amount of product (1.0 means a 100% yield; for example, 0.34 means a 34% yield). (1) The reactants are Br[CH2:2][C:3]1[O:7][C:6]2[C:8]([O:14]C(=O)C)=[C:9]([O:12][CH3:13])[CH:10]=[CH:11][C:5]=2[C:4]=1[C:18](=[O:31])[C:19]1[CH:24]=[C:23]([O:25][CH3:26])[C:22]([O:27][CH3:28])=[C:21]([O:29][CH3:30])[CH:20]=1.[CH3:32][NH:33][CH3:34]. The catalyst is C1COCC1. The product is [CH3:32][N:33]([CH:2]=[C:3]1[O:7][C:6]2[C:8]([OH:14])=[C:9]([O:12][CH3:13])[CH:10]=[CH:11][C:5]=2[CH:4]1[C:18](=[O:31])[C:19]1[CH:24]=[C:23]([O:25][CH3:26])[C:22]([O:27][CH3:28])=[C:21]([O:29][CH3:30])[CH:20]=1)[CH3:34]. The yield is 0.710. (2) The reactants are [Cl:1][C:2]1[CH:7]=[CH:6][C:5]([S:8]([NH2:11])(=[O:10])=[O:9])=[CH:4][C:3]=1[N+:12]([O-:14])=[O:13].N[C:16]1[CH:21]=[CH:20][CH:19]=[CH:18][CH:17]=1.N1C=CC=CC=1. The catalyst is C(Cl)Cl.C(OCC)(=O)C. The product is [Cl:1][C:2]1[CH:7]=[CH:6][C:5]([S:8]([NH:11][C:16]2[CH:21]=[CH:20][CH:19]=[CH:18][CH:17]=2)(=[O:9])=[O:10])=[CH:4][C:3]=1[N+:12]([O-:14])=[O:13]. The yield is 0.960. (3) The reactants are C[Al](C)C.[CH3:5][C:6]1([CH3:22])[NH:11][CH2:10][CH2:9][N:8]([C:12]2[S:16][C:15]([C:17]([O:19]CC)=O)=[CH:14][CH:13]=2)[CH2:7]1.Cl.[CH3:24][O:25][C:26]1[CH:27]=[C:28]([CH2:34][O:35][C:36]2[CH:37]=[C:38]([NH2:41])[NH:39][N:40]=2)[CH:29]=[C:30]([O:32][CH3:33])[CH:31]=1.C(C(C(C([O-])=O)O)O)([O-])=O.[Na+].[K+]. The catalyst is C1(C)C=CC=CC=1.O.C(OCC)(=O)C. The product is [CH3:33][O:32][C:30]1[CH:29]=[C:28]([CH2:34][O:35][C:36]2[CH:37]=[C:38]([NH:41][C:17]([C:15]3[S:16][C:12]([N:8]4[CH2:9][CH2:10][NH:11][C:6]([CH3:5])([CH3:22])[CH2:7]4)=[CH:13][CH:14]=3)=[O:19])[NH:39][N:40]=2)[CH:27]=[C:26]([O:25][CH3:24])[CH:31]=1. The yield is 0.155. (4) The yield is 0.632. The catalyst is C1COCC1.CO.O. The product is [C:20]([O:19][C:17]([NH:14][C:13]([CH3:25])([CH3:24])[CH2:12][CH:11]([C:8]1[CH:9]=[CH:10][C:5]([Cl:4])=[CH:6][CH:7]=1)[C:15]([OH:1])=[O:16])=[O:18])([CH3:23])([CH3:22])[CH3:21]. The reactants are [OH2:1].[OH-].[Li+].[Cl:4][C:5]1[CH:10]=[CH:9][C:8]([CH:11]2[C:15](=[O:16])[N:14]([C:17]([O:19][C:20]([CH3:23])([CH3:22])[CH3:21])=[O:18])[C:13]([CH3:25])([CH3:24])[CH2:12]2)=[CH:7][CH:6]=1. (5) The reactants are C[N+]1([O-])CC[O:5]CC1.C([C:12]1[CH:17]=[C:16]([N+:18]([O-:20])=[O:19])[CH:15]=[C:14]([F:21])[C:13]=1[OH:22])C=C.[CH3:23][C:24]([CH3:26])=[O:25].O. The catalyst is O=[Os](=O)(=O)=O. The product is [F:21][C:14]1[C:13]([OH:22])=[C:12]([CH2:23][CH:24]([OH:25])[CH2:26][OH:5])[CH:17]=[C:16]([N+:18]([O-:20])=[O:19])[CH:15]=1. The yield is 0.852. (6) The reactants are [CH3:1][CH:2]([O:4][C:5]1[CH:6]=[CH:7][C:8]2[NH:12][C:11](=[O:13])[N:10]([CH:14]3[CH2:19][CH2:18][N:17](C(OC(C)(C)C)=O)[CH2:16][CH2:15]3)[C:9]=2[CH:27]=1)[CH3:3].FC(F)(F)C(O)=O. The catalyst is ClCCl. The product is [CH3:3][CH:2]([O:4][C:5]1[CH:6]=[CH:7][C:8]2[NH:12][C:11](=[O:13])[N:10]([CH:14]3[CH2:15][CH2:16][NH:17][CH2:18][CH2:19]3)[C:9]=2[CH:27]=1)[CH3:1]. The yield is 0.890. (7) The reactants are [CH3:1][C:2]([S:9]([C:12]1[CH:17]=[CH:16][CH:15]=[C:14]([C:18]([F:21])([F:20])[F:19])[CH:13]=1)(=[O:11])=[O:10])([CH3:8])[C:3]([O:5]CC)=[O:4].O[Li].O. The catalyst is C1COCC1.CO.O. The product is [CH3:8][C:2]([S:9]([C:12]1[CH:17]=[CH:16][CH:15]=[C:14]([C:18]([F:20])([F:21])[F:19])[CH:13]=1)(=[O:11])=[O:10])([CH3:1])[C:3]([OH:5])=[O:4]. The yield is 0.930. (8) The product is [CH3:29][N:28]([CH2:27][CH2:26][CH2:25][N:18]([CH2:19][CH2:20][CH2:21][N:22]([CH3:23])[CH3:24])[CH2:17][CH2:16][CH2:14][NH2:15])[CH3:30]. The reactants are CN(CCCNCCCN(C)C)C.[C:14]([CH2:16][CH2:17][N:18]([CH2:25][CH2:26][CH2:27][N:28]([CH3:30])[CH3:29])[CH2:19][CH2:20][CH2:21][N:22]([CH3:24])[CH3:23])#[N:15]. The yield is 0.960. The catalyst is O. (9) The reactants are [F:1][C:2]1[CH:7]=[CH:6][C:5]([C:8]2[NH:9][CH:10]=[C:11]([CH:19]=[CH:20][C:21]#[N:22])[C:12]=2[C:13]2[CH:18]=[CH:17][N:16]=[CH:15][CH:14]=2)=[CH:4][CH:3]=1. The catalyst is O1CCCC1.CO.[Pd]. The product is [C:21]([CH2:20][CH2:19][C:11]1[C:12]([C:13]2[CH:18]=[CH:17][N:16]=[CH:15][CH:14]=2)=[C:8]([C:5]2[CH:4]=[CH:3][C:2]([F:1])=[CH:7][CH:6]=2)[NH:9][CH:10]=1)#[N:22]. The yield is 0.610. (10) The reactants are Br[CH2:2][C:3]([C:5]1[CH:14]=[CH:13][C:12]2[C:7](=[CH:8][CH:9]=[CH:10][CH:11]=2)[CH:6]=1)=[O:4].[SH:15][CH2:16][CH2:17][CH2:18][CH2:19][C:20]([OH:22])=[O:21].C(=O)([O-])[O-].[K+].[K+]. The catalyst is C1COCC1. The product is [CH:6]1[C:7]2[C:12](=[CH:11][CH:10]=[CH:9][CH:8]=2)[CH:13]=[CH:14][C:5]=1[C:3]([CH2:2][S:15][CH2:16][CH2:17][CH2:18][CH2:19][C:20]([OH:22])=[O:21])=[O:4]. The yield is 0.500.